From a dataset of Catalyst prediction with 721,799 reactions and 888 catalyst types from USPTO. Predict which catalyst facilitates the given reaction. (1) Reactant: [H-].[Na+].Cl[CH2:4][CH2:5][S:6](Cl)(=[O:8])=[O:7].[Si:10]([O:17][C:18]1[CH:23]=[CH:22][C:21]([C:24]2[C:25]([NH2:30])=[N:26][CH:27]=[CH:28][CH:29]=2)=[CH:20][CH:19]=1)([C:13]([CH3:16])([CH3:15])[CH3:14])([CH3:12])[CH3:11]. Product: [Si:10]([O:17][C:18]1[CH:23]=[CH:22][C:21]([C:24]2[C:25]3=[N:30][S:6](=[O:8])(=[O:7])[CH2:5][CH2:4][N:26]3[CH:27]=[CH:28][CH:29]=2)=[CH:20][CH:19]=1)([C:13]([CH3:16])([CH3:15])[CH3:14])([CH3:12])[CH3:11]. The catalyst class is: 1. (2) Reactant: [F:1][CH:2]([F:36])[C:3]1[CH:12]=[C:11]2[C:6]([CH2:7][CH2:8][CH2:9][N:10]2[C:13]2[C:17]3[CH2:18][NH:19][CH2:20][CH2:21][C:16]=3[N:15]([CH2:22][O:23][CH2:24][CH2:25][Si:26]([CH3:29])([CH3:28])[CH3:27])[N:14]=2)=[CH:5][C:4]=1[C:30]1[CH:31]=[N:32][N:33]([CH3:35])[CH:34]=1.C(N(CC)CC)C.[CH3:44][NH:45][C:46](N1C=CN=C1)=[O:47]. Product: [F:36][CH:2]([F:1])[C:3]1[CH:12]=[C:11]2[C:6]([CH2:7][CH2:8][CH2:9][N:10]2[C:13]2[C:17]3[CH2:18][N:19]([C:46]([NH:45][CH3:44])=[O:47])[CH2:20][CH2:21][C:16]=3[N:15]([CH2:22][O:23][CH2:24][CH2:25][Si:26]([CH3:28])([CH3:29])[CH3:27])[N:14]=2)=[CH:5][C:4]=1[C:30]1[CH:31]=[N:32][N:33]([CH3:35])[CH:34]=1. The catalyst class is: 2. (3) Reactant: Cl.[CH3:2][CH:3]([O:5][C:6]1[CH:13]=[CH:12][C:11]([C:14]2[O:18][N:17]=[C:16]([C:19]3[CH:29]=[CH:28][C:22]4[CH2:23][CH2:24][NH:25][CH2:26][CH2:27][C:21]=4[CH:20]=3)[N:15]=2)=[CH:10][C:7]=1[C:8]#[N:9])[CH3:4].CCN(C(C)C)C(C)C.Br[CH2:40][CH2:41][CH2:42][C:43]([O:45][CH2:46][CH3:47])=[O:44]. Product: [C:8]([C:7]1[CH:10]=[C:11]([C:14]2[O:18][N:17]=[C:16]([C:19]3[CH:29]=[CH:28][C:22]4[CH2:23][CH2:24][N:25]([CH2:40][CH2:41][CH2:42][C:43]([O:45][CH2:46][CH3:47])=[O:44])[CH2:26][CH2:27][C:21]=4[CH:20]=3)[N:15]=2)[CH:12]=[CH:13][C:6]=1[O:5][CH:3]([CH3:2])[CH3:4])#[N:9]. The catalyst class is: 3.